From a dataset of Forward reaction prediction with 1.9M reactions from USPTO patents (1976-2016). Predict the product of the given reaction. Given the reactants [N+:1]([C:4]1[CH:13]=[CH:12][CH:11]=[C:10]2[C:5]=1[CH:6]=[CH:7][N:8]([C@H:15]([CH3:19])[C:16]([OH:18])=O)[C:9]2=[O:14])([O-:3])=[O:2].Cl.CN(C)[CH2:23][CH2:24][CH2:25][N:26]=C=NCC.C(N(CC)C(C)C)(C)C.C1(N)CC1, predict the reaction product. The product is: [CH:25]1([NH:26][C:16](=[O:18])[C@H:15]([N:8]2[CH:7]=[CH:6][C:5]3[C:10](=[CH:11][CH:12]=[CH:13][C:4]=3[N+:1]([O-:3])=[O:2])[C:9]2=[O:14])[CH3:19])[CH2:23][CH2:24]1.